From a dataset of TCR-epitope binding with 47,182 pairs between 192 epitopes and 23,139 TCRs. Binary Classification. Given a T-cell receptor sequence (or CDR3 region) and an epitope sequence, predict whether binding occurs between them. (1) The epitope is YFPLQSYGF. The TCR CDR3 sequence is CASSEAQGGIYEQYF. Result: 1 (the TCR binds to the epitope). (2) Result: 0 (the TCR does not bind to the epitope). The TCR CDR3 sequence is CSVAGTGMTDTQYF. The epitope is GVAMPNLYK. (3) The epitope is KAYNVTQAF. Result: 0 (the TCR does not bind to the epitope). The TCR CDR3 sequence is CASSLDTGGRIDTEAFF. (4) The epitope is KAFSPEVIPMF. The TCR CDR3 sequence is CAISDPDRTITDTQYF. Result: 0 (the TCR does not bind to the epitope). (5) The epitope is LLALHRSYL. The TCR CDR3 sequence is CASSQVARTIDSYNEQFF. Result: 0 (the TCR does not bind to the epitope). (6) The epitope is AVFDRKSDAK. The TCR CDR3 sequence is CASSQDLTSGGAAYNEQFF. Result: 1 (the TCR binds to the epitope). (7) Result: 1 (the TCR binds to the epitope). The epitope is KAFSPEVIPMF. The TCR CDR3 sequence is CASSGLGGYTF.